Predict the reactants needed to synthesize the given product. From a dataset of Full USPTO retrosynthesis dataset with 1.9M reactions from patents (1976-2016). (1) Given the product [CH:38]([O:40][C:20]1[CH:25]=[CH:24][C:23]([C:2]2[S:6][C:5]([C:7]3[CH:14]=[CH:13][C:10]([CH2:11][N:34]4[CH2:33][CH:36]([C:49]([NH2:47])=[O:50])[CH2:35]4)=[CH:9][CH:8]=3)=[N:4][CH:3]=2)=[CH:22][CH:21]=1)([CH3:41])[CH3:39], predict the reactants needed to synthesize it. The reactants are: Br[C:2]1[S:6][C:5]([C:7]2[CH:14]=[CH:13][C:10]([CH:11]=O)=[C:9](Cl)[CH:8]=2)=[N:4][CH:3]=1.ON1[C:21]2[CH:22]=[CH:23][CH:24]=[CH:25][C:20]=2N=N1.CN(CCCN=[C:33]=[N:34][CH2:35][CH3:36])C.N.[CH2:38]([OH:40])[CH3:39].[C:41](=O)(O)[O-].[Na+].C[N:47]([CH:49]=[O:50])C. (2) Given the product [Cl:1][C:2]1[CH:24]=[C:23]([N:25]2[CH2:26][CH2:27][CH2:28][CH2:29]2)[CH:22]=[CH:21][C:3]=1[C:4]([N:6]1[C:12]2[CH:13]=[CH:14][CH:15]=[CH:16][C:11]=2[CH2:10][N:9]([CH2:17][CH2:18][N:34]2[C:30](=[O:40])[C:31]3[C:32](=[CH:36][CH:37]=[CH:38][CH:39]=3)[C:33]2=[O:35])[C:8](=[O:20])[CH2:7]1)=[O:5], predict the reactants needed to synthesize it. The reactants are: [Cl:1][C:2]1[CH:24]=[C:23]([N:25]2[CH2:29][CH2:28][CH2:27][CH2:26]2)[CH:22]=[CH:21][C:3]=1[C:4]([N:6]1[C:12]2[CH:13]=[CH:14][CH:15]=[CH:16][C:11]=2[CH2:10][N:9]([CH2:17][CH2:18]O)[C:8](=[O:20])[CH2:7]1)=[O:5].[C:30]1(=[O:40])[NH:34][C:33](=[O:35])[C:32]2=[CH:36][CH:37]=[CH:38][CH:39]=[C:31]12.C1(P(C2C=CC=CC=2)C2C=CC=CC=2)C=CC=CC=1.N(C(OC(C)C)=O)=NC(OC(C)C)=O. (3) Given the product [Cl:1][C:2]1[N:3]=[C:4]([N:20]([CH2:21][CH3:22])[CH3:19])[C:5]2[CH2:11][O:10][CH2:9][CH:8]([C:12]3[CH:17]=[CH:16][CH:15]=[CH:14][CH:13]=3)[C:6]=2[N:7]=1, predict the reactants needed to synthesize it. The reactants are: [Cl:1][C:2]1[N:3]=[C:4](Cl)[C:5]2[CH2:11][O:10][CH2:9][CH:8]([C:12]3[CH:17]=[CH:16][CH:15]=[CH:14][CH:13]=3)[C:6]=2[N:7]=1.[CH3:19][NH:20][CH2:21][CH3:22]. (4) Given the product [F:3][C:4]1[C:18]([F:19])=[C:17]([CH:20]=[O:21])[CH:16]=[CH:15][C:5]=1[O:6][C:7]1[CH:14]=[CH:13][C:10]([C:11]([NH2:12])=[O:23])=[CH:9][N:8]=1, predict the reactants needed to synthesize it. The reactants are: OO.[F:3][C:4]1[C:18]([F:19])=[C:17]([CH:20]=[O:21])[CH:16]=[CH:15][C:5]=1[O:6][C:7]1[CH:14]=[CH:13][C:10]([C:11]#[N:12])=[CH:9][N:8]=1.C([O-])([O-])=[O:23].[K+].[K+].CS(C)=O. (5) Given the product [CH2:1]([O:3][CH2:4][C:5]1[N:6]([CH2:19][CH2:20][O:21][CH2:34][C:35]#[C:36][C:37]2[CH:42]=[CH:41][CH:40]=[CH:39][CH:38]=2)[C:7]2[C:12]([CH3:13])=[C:11]([CH3:14])[N:10]3[N:15]=[N:16][N:17]=[C:9]3[C:8]=2[N:18]=1)[CH3:2], predict the reactants needed to synthesize it. The reactants are: [CH2:1]([O:3][CH2:4][C:5]1[N:6]([CH2:19][CH2:20][OH:21])[C:7]2[C:12]([CH3:13])=[C:11]([CH3:14])[N:10]3[N:15]=[N:16][N:17]=[C:9]3[C:8]=2[N:18]=1)[CH3:2].OCCNC(=O)OC(C)(C)C.Br[CH2:34][C:35]#[C:36][C:37]1[CH:42]=[CH:41][CH:40]=[CH:39][CH:38]=1.C(Br)C#C. (6) Given the product [Br:1][C:2]1[CH:7]=[CH:6][C:5]([O:8][CH2:12][CH:13]([CH3:15])[CH3:14])=[CH:4][N:3]=1, predict the reactants needed to synthesize it. The reactants are: [Br:1][C:2]1[CH:7]=[CH:6][C:5]([OH:8])=[CH:4][N:3]=1.[H-].[Na+].Br[CH2:12][CH:13]([CH3:15])[CH3:14].O. (7) The reactants are: [CH2:1]([C:3]1[C:10]([NH2:11])=[CH:9][CH:8]=[CH:7][C:4]=1[O:5][CH3:6])[CH3:2].[OH:12][C:13]1C2C(=C(C)C(OC)=CC=2)N=[C:15]([C:26]2[S:27][CH:28]=[C:29]([CH:31]([CH3:33])[CH3:32])[N:30]=2)[CH:14]=1. Given the product [CH2:1]([C:3]1[C:4]([O:5][CH3:6])=[CH:7][CH:8]=[C:9]2[C:10]=1[N:11]=[C:15]([C:26]1[S:27][CH:28]=[C:29]([CH:31]([CH3:32])[CH3:33])[N:30]=1)[CH:14]=[C:13]2[OH:12])[CH3:2], predict the reactants needed to synthesize it. (8) Given the product [NH:74]([C:33]([C:32]1[CH:31]=[C:30]([N:6]2[C:5]3[N:39]=[CH:40][C:2]([F:1])=[CH:3][C:4]=3[C:9](=[O:10])[N:8]([C@@H:11]3[CH2:12][CH2:13][C@H:14]([NH:17][C:18]([C:20]4[N:21]=[C:22]5[CH:27]=[CH:26][CH:25]=[CH:24][N:23]5[CH:28]=4)=[O:19])[CH2:15][CH2:16]3)[C:7]2=[O:29])[CH:38]=[CH:37][CH:36]=1)=[O:35])[C:75]1[CH:80]=[CH:79][CH:78]=[CH:77][CH:76]=1, predict the reactants needed to synthesize it. The reactants are: [F:1][C:2]1[CH:40]=[N:39][C:5]2[N:6]([C:30]3[CH:31]=[C:32]([CH:36]=[CH:37][CH:38]=3)[C:33]([OH:35])=O)[C:7](=[O:29])[N:8]([CH:11]3[CH2:16][CH2:15][CH:14]([NH:17][C:18]([C:20]4[N:21]=[C:22]5[CH:27]=[CH:26][CH:25]=[CH:24][N:23]5[CH:28]=4)=[O:19])[CH2:13][CH2:12]3)[C:9](=[O:10])[C:4]=2[CH:3]=1.CCN(C(C)C)C(C)C.CN(C(ON1N=NC2C=CC=NC1=2)=[N+](C)C)C.F[P-](F)(F)(F)(F)F.[NH2:74][C:75]1[CH:80]=[CH:79][CH:78]=[CH:77][CH:76]=1. (9) The reactants are: Br[C:2]1[C:3](=[O:17])[N:4]([CH2:8][C:9]2[CH:14]=[CH:13][C:12]([O:15][CH3:16])=[CH:11][CH:10]=2)[C:5](=[O:7])[CH:6]=1.[Cl:18][C:19]1[CH:20]=[C:21](B(O)O)[CH:22]=[CH:23][C:24]=1[Cl:25].[F-].[Cs+]. Given the product [Cl:18][C:19]1[CH:20]=[C:21]([C:2]2[C:3](=[O:17])[N:4]([CH2:8][C:9]3[CH:14]=[CH:13][C:12]([O:15][CH3:16])=[CH:11][CH:10]=3)[C:5](=[O:7])[CH:6]=2)[CH:22]=[CH:23][C:24]=1[Cl:25], predict the reactants needed to synthesize it. (10) Given the product [Br:7][C:8]1[CH:9]=[CH:10][C:11]([CH2:14][CH2:15][CH2:16][CH2:17][OH:18])=[CH:12][CH:13]=1, predict the reactants needed to synthesize it. The reactants are: [H-].[Al+3].[Li+].[H-].[H-].[H-].[Br:7][C:8]1[CH:13]=[CH:12][C:11]([CH2:14][CH2:15][CH2:16][C:17](O)=[O:18])=[CH:10][CH:9]=1.CC(C)=O.O.